Dataset: Full USPTO retrosynthesis dataset with 1.9M reactions from patents (1976-2016). Task: Predict the reactants needed to synthesize the given product. (1) The reactants are: O[C:2]1[CH:3]=[C:4]([CH:7]=[CH:8][CH:9]=1)C=O.[C:10](=[O:13])([O-])[O-].[K+].[K+].[I-].[K+].Cl[CH2:19][CH:20]1[CH2:22][CH2:21]1.C[N:24]([CH:26]=O)C. Given the product [CH:22]1([CH2:21][O:13][C:10]2[CH:8]=[C:9]([CH:26]([C:9]3[CH:2]=[CH:3][CH:4]=[CH:7][CH:8]=3)[NH2:24])[CH:2]=[CH:3][CH:4]=2)[CH2:20][CH2:19]1, predict the reactants needed to synthesize it. (2) Given the product [CH3:1][O:2][C:3]1[CH:4]=[C:5]([CH:39]=[CH:40][C:41]=1[O:42][CH3:43])[C:6]([NH:8][C@@H:9]([C:11]1[CH:16]=[CH:15][CH:14]=[C:13]([C:17](=[O:38])[NH:18][C:19]2[S:20][C:21]3[CH2:27][C@@H:26]([NH:28][CH2:35][CH2:36][CH3:37])[CH2:25][CH2:24][C:22]=3[N:23]=2)[CH:12]=1)[CH3:10])=[O:7], predict the reactants needed to synthesize it. The reactants are: [CH3:1][O:2][C:3]1[CH:4]=[C:5]([CH:39]=[CH:40][C:41]=1[O:42][CH3:43])[C:6]([NH:8][C@@H:9]([C:11]1[CH:16]=[CH:15][CH:14]=[C:13]([C:17](=[O:38])[NH:18][C:19]2[S:20][C:21]3[CH2:27][C@@H:26]([N:28]([CH2:35][CH2:36][CH3:37])C(=O)C(F)(F)F)[CH2:25][CH2:24][C:22]=3[N:23]=2)[CH:12]=1)[CH3:10])=[O:7].C([O-])([O-])=O.[K+].[K+].FC(F)(F)C(O)=O. (3) Given the product [C:12]([O:11][C:9](=[O:10])[NH:8][C:6]1[CH:7]=[C:2]([C:19]2[CH:20]=[N:21][CH:22]=[CH:23][CH:24]=2)[CH:3]=[N:4][CH:5]=1)([CH3:15])([CH3:14])[CH3:13], predict the reactants needed to synthesize it. The reactants are: Br[C:2]1[CH:3]=[N:4][CH:5]=[C:6]([NH:8][C:9]([O:11][C:12]([CH3:15])([CH3:14])[CH3:13])=[O:10])[CH:7]=1.C(B(CC)[C:19]1[CH:20]=[N:21][CH:22]=[CH:23][CH:24]=1)C.C(=O)([O-])[O-].[K+].[K+]. (4) Given the product [NH2:1][C:2]1[N:3]=[CH:4][C:5]([C:17]2[CH:25]=[C:24]3[C:20]([C:21]([NH:34][C:35](=[O:39])[CH2:36][CH2:37][CH3:38])=[N:22][N:23]3[CH2:26][O:27][CH2:28][CH2:29][Si:30]([CH3:33])([CH3:31])[CH3:32])=[CH:19][CH:18]=2)=[CH:6][CH:7]=1, predict the reactants needed to synthesize it. The reactants are: [NH2:1][C:2]1[CH:7]=[CH:6][C:5](Br)=[CH:4][N:3]=1.CC1(C)C(C)(C)OB([C:17]2[CH:25]=[C:24]3[C:20]([C:21]([NH:34][C:35](=[O:39])[CH2:36][CH2:37][CH3:38])=[N:22][N:23]3[CH2:26][O:27][CH2:28][CH2:29][Si:30]([CH3:33])([CH3:32])[CH3:31])=[CH:19][CH:18]=2)O1.ClCCl.C(=O)([O-])[O-].[Na+].[Na+].